Predict the reaction yield, written as a fraction of the theoretical maximum amount of product (1.0 means a 100% yield; for example, 0.34 means a 34% yield). From a dataset of Reaction yield outcomes from USPTO patents with 853,638 reactions. (1) The reactants are C(O)(=O)C.[CH2:5]([O:9][C:10]1[CH:15]=[CH:14][C:13](/[CH:16]=[CH:17]/[N+:18]([O-:20])=[O:19])=[CH:12][CH:11]=1)[CH2:6][CH2:7][CH3:8].[BH4-].[Na+]. The catalyst is CS(C)=O. The product is [CH2:5]([O:9][C:10]1[CH:15]=[CH:14][C:13]([CH2:16][CH2:17][N+:18]([O-:20])=[O:19])=[CH:12][CH:11]=1)[CH2:6][CH2:7][CH3:8]. The yield is 0.760. (2) The reactants are Cl[C:2]1[N:7]=[C:6]([N:8]2[CH:12]=[CH:11][C:10]([C:13]([F:16])([F:15])[F:14])=[N:9]2)[N:5]=[C:4]([O:17][CH3:18])[CH:3]=1.[C:19]1(B(O)O)[CH:24]=[CH:23][CH:22]=[CH:21][CH:20]=1.C1(P(C2C=CC=CC=2)C2C=CC=CC=2)C=CC=CC=1.C(=O)([O-])[O-].[Na+].[Na+]. The product is [CH3:18][O:17][C:4]1[CH:3]=[C:2]([C:19]2[CH:24]=[CH:23][CH:22]=[CH:21][CH:20]=2)[N:7]=[C:6]([N:8]2[CH:12]=[CH:11][C:10]([C:13]([F:16])([F:15])[F:14])=[N:9]2)[N:5]=1. The catalyst is C1COCC1.C([O-])(=O)C.[Pd+2].C([O-])(=O)C.O. The yield is 0.950. (3) The reactants are [Cl:1][C:2]1[CH:7]=[CH:6][C:5]([S:8][CH2:9][C:10]2[CH:18]=[CH:17][CH:16]=[CH:15][C:11]=2[C:12]([OH:14])=O)=[C:4]([NH:19][S:20]([C:23]2[CH:28]=[CH:27][C:26]([Cl:29])=[C:25]([C:30]([F:33])([F:32])[F:31])[CH:24]=2)(=[O:22])=[O:21])[CH:3]=1.C1C=C[C:37]2N(O)N=[N:40][C:38]=2C=1.C(Cl)CCl.Cl.C(N)C. The catalyst is CN(C=O)C.O. The product is [Cl:1][C:2]1[CH:7]=[CH:6][C:5]([S:8][CH2:9][C:10]2[CH:18]=[CH:17][CH:16]=[CH:15][C:11]=2[C:12]([NH:40][CH2:38][CH3:37])=[O:14])=[C:4]([NH:19][S:20]([C:23]2[CH:28]=[CH:27][C:26]([Cl:29])=[C:25]([C:30]([F:32])([F:31])[F:33])[CH:24]=2)(=[O:22])=[O:21])[CH:3]=1. The yield is 0.240. (4) The reactants are I[C:2]1[CH:7]=[CH:6][C:5]([O:8][CH3:9])=[CH:4][CH:3]=1.[CH3:10][O:11][CH:12]([C:15]1[CH:20]=[CH:19][CH:18]=[CH:17][C:16]=1[C:21]#[C:22][C:23]1[CH:28]=[CH:27][CH:26]=[CH:25][CH:24]=1)[C:13]#[CH:14]. The catalyst is CCN(CC)CC.[Cu]I. The product is [CH3:10][O:11][CH:12]([C:15]1[CH:20]=[CH:19][CH:18]=[CH:17][C:16]=1[C:21]#[C:22][C:23]1[CH:24]=[CH:25][CH:26]=[CH:27][CH:28]=1)[C:13]#[C:14][C:2]1[CH:7]=[CH:6][C:5]([O:8][CH3:9])=[CH:4][CH:3]=1. The yield is 0.720. (5) The reactants are [C:1]([O:5][C:6]([N:8]([C:13]1[CH:28]=[CH:27][C:16]([CH2:17][N:18]([CH3:26])[CH2:19][C:20]([O:22]CC=C)=[O:21])=[CH:15][CH:14]=1)[S:9]([CH3:12])(=[O:11])=[O:10])=[O:7])([CH3:4])([CH3:3])[CH3:2].[Li+].[OH-]. The catalyst is C1COCC1.O. The product is [C:1]([O:5][C:6]([N:8]([C:13]1[CH:14]=[CH:15][C:16]([CH2:17][N:18]([CH3:26])[CH2:19][C:20]([OH:22])=[O:21])=[CH:27][CH:28]=1)[S:9]([CH3:12])(=[O:11])=[O:10])=[O:7])([CH3:4])([CH3:2])[CH3:3]. The yield is 0.890. (6) The reactants are [NH:1]1[C:11]2[C:6](=[CH:7][CH:8]=[CH:9][CH:10]=2)[C:4](=O)[C:2]1=[O:3].[C:12]([NH:20][NH2:21])(=[O:19])[C:13]1[CH:18]=[CH:17][CH:16]=[CH:15][CH:14]=1. No catalyst specified. The product is [CH2:2]([N:1]1[C:11]2[C:6](=[CH:7][CH:8]=[CH:9][CH:10]=2)/[C:4](=[N:21]/[NH:20][C:12](=[O:19])[C:13]2[CH:18]=[CH:17][CH:16]=[CH:15][CH:14]=2)/[C:2]1=[O:3])[CH2:4][CH2:6][CH2:7][CH3:8]. The yield is 0.781.